Dataset: Full USPTO retrosynthesis dataset with 1.9M reactions from patents (1976-2016). Task: Predict the reactants needed to synthesize the given product. Given the product [NH:5]1[C:14]2[C:9](=[CH:10][CH:11]=[CH:12][CH:13]=2)[CH:8]=[CH:7][C:6]1=[O:15], predict the reactants needed to synthesize it. The reactants are: CC1C=C(C=CC=1)[NH:5][C:6](=[O:15])[CH:7]=[CH:8][C:9]1[CH:14]=[CH:13][CH:12]=[CH:11][CH:10]=1.[BH4-].[Na+].CC(OC(OC(OC(C)(C)C)=O)=O)(C)C.